The task is: Predict which catalyst facilitates the given reaction.. This data is from Catalyst prediction with 721,799 reactions and 888 catalyst types from USPTO. (1) Reactant: Br[C:2]1[CH:3]=[C:4]2[C:9](=[CH:10][CH:11]=1)[N:8]=[CH:7][C:6]([C:12]([CH:14]1[CH2:16][CH2:15]1)=[O:13])=[C:5]2[NH:17][C:18]1[CH:19]=[N:20][C:21]([NH:24][CH2:25][CH2:26][N:27]([CH3:29])[CH3:28])=[CH:22][CH:23]=1.[Cl:30][C:31]1[CH:36]=[C:35](B2OC(C)(C)C(C)(C)O2)[CH:34]=[C:33]([Cl:46])[C:32]=1[OH:47].C([O-])([O-])=O.[Cs+].[Cs+].[ClH:54]. Product: [ClH:30].[ClH:54].[ClH:30].[CH:14]1([C:12]([C:6]2[CH:7]=[N:8][C:9]3[C:4]([C:5]=2[NH:17][C:18]2[CH:19]=[N:20][C:21]([NH:24][CH2:25][CH2:26][N:27]([CH3:28])[CH3:29])=[CH:22][CH:23]=2)=[CH:3][C:2]([C:35]2[CH:36]=[C:31]([Cl:30])[C:32]([OH:47])=[C:33]([Cl:46])[CH:34]=2)=[CH:11][CH:10]=3)=[O:13])[CH2:16][CH2:15]1. The catalyst class is: 75. (2) Reactant: [CH3:1][O:2][CH2:3][O:4][C@H:5]1[CH2:22][CH2:21][C@:20]2([CH3:23])[C@H:7]([CH2:8][CH2:9][C@H:10]3[C@H:19]2[CH2:18][CH2:17][C@:15]2([CH3:16])[C@@H:11]3[CH2:12][C:13](=[O:24])[CH2:14]2)[CH2:6]1.[BH4-].[Na+].O. Product: [CH3:1][O:2][CH2:3][O:4][C@H:5]1[CH2:22][CH2:21][C@:20]2([CH3:23])[C@H:7]([CH2:8][CH2:9][C@H:10]3[C@H:19]2[CH2:18][CH2:17][C@:15]2([CH3:16])[C@@H:11]3[CH2:12][C@@H:13]([OH:24])[CH2:14]2)[CH2:6]1. The catalyst class is: 14. (3) Product: [C:1]([C:3]1[CH:36]=[CH:35][C:6]([CH2:7][C@@:8]2([CH3:34])[N:12]3[C:13]([C:16]([NH:18][C:19]4([C:22](=[O:23])[NH:68][CH2:67][CH2:66][C:65]5[N:61]=[N:62][NH:63][N:64]=5)[CH2:20][CH2:21]4)=[O:17])=[CH:14][N:15]=[C:11]3[N:10]([C:25]3[CH:26]=[C:27]([Cl:32])[CH:28]=[C:29]([Cl:31])[CH:30]=3)[C:9]2=[O:33])=[CH:5][CH:4]=1)#[N:2]. The catalyst class is: 3. Reactant: [C:1]([C:3]1[CH:36]=[CH:35][C:6]([CH2:7][C@@:8]2([CH3:34])[N:12]3[C:13]([C:16]([NH:18][C:19]4([C:22](O)=[O:23])[CH2:21][CH2:20]4)=[O:17])=[CH:14][N:15]=[C:11]3[N:10]([C:25]3[CH:30]=[C:29]([Cl:31])[CH:28]=[C:27]([Cl:32])[CH:26]=3)[C:9]2=[O:33])=[CH:5][CH:4]=1)#[N:2].CN(C(ON1N=NC2C=CC=NC1=2)=[N+](C)C)C.F[P-](F)(F)(F)(F)F.[NH:61]1[C:65]([CH2:66][CH2:67][NH2:68])=[N:64][N:63]=[N:62]1.CCN(CC)CC. (4) Reactant: [Cl:1][C:2]1[CH:10]=[C:9]2[C:5]([C:6]([C:22]3[CH:27]=[CH:26][C:25]([S:28]([CH3:31])(=[O:30])=[O:29])=[CH:24][CH:23]=3)=[C:7]([CH2:20]O)[N:8]2S(C2C=CC=CC=2)(=O)=O)=[CH:4][CH:3]=1.CS(Cl)(=O)=O.C(N(CC)CC)C.CC([O-])(C)C.[Na+].[NH:50]1[C:54]2=[CH:55][N:56]=[CH:57][CH:58]=[C:53]2[C:52]2([CH2:60][CH2:59]2)[C:51]1=[O:61]. Product: [Cl:1][C:2]1[CH:10]=[C:9]2[C:5]([C:6]([C:22]3[CH:23]=[CH:24][C:25]([S:28]([CH3:31])(=[O:30])=[O:29])=[CH:26][CH:27]=3)=[C:7]([CH2:20][N:50]3[C:54]4=[CH:55][N:56]=[CH:57][CH:58]=[C:53]4[C:52]4([CH2:59][CH2:60]4)[C:51]3=[O:61])[NH:8]2)=[CH:4][CH:3]=1. The catalyst class is: 4. (5) Product: [C:37]([CH:34]1[CH2:33][CH2:32][CH:31]([C:27]2[CH:26]=[C:25]([NH:24][C:22](=[O:23])[CH2:21][C:18]3[CH:19]=[CH:20][C:15]([O:14][CH2:13][CH2:12][NH:11][CH:1]=[O:2])=[C:16]([O:41][CH3:42])[CH:17]=3)[CH:30]=[CH:29][CH:28]=2)[CH2:36][CH2:35]1)([CH3:38])([CH3:39])[CH3:40]. The catalyst class is: 7. Reactant: [CH:1](O)=[O:2].C(OC(=O)C)(=O)C.[NH2:11][CH2:12][CH2:13][O:14][C:15]1[CH:20]=[CH:19][C:18]([CH2:21][C:22]([NH:24][C:25]2[CH:30]=[CH:29][CH:28]=[C:27]([CH:31]3[CH2:36][CH2:35][CH:34]([C:37]([CH3:40])([CH3:39])[CH3:38])[CH2:33][CH2:32]3)[CH:26]=2)=[O:23])=[CH:17][C:16]=1[O:41][CH3:42]. (6) Product: [C:1]1([Se:7][C:10]2[CH:16]=[CH:14][CH:13]=[CH:12][CH:11]=2)[CH:6]=[CH:5][CH:4]=[CH:3][CH:2]=1. Reactant: [C:1]1([Se:7]Cl)[CH:6]=[CH:5][CH:4]=[CH:3][CH:2]=1.N1[CH:14]=[CH:13][CH:12]=[CH:11][CH:10]=1.O[C:16](O)=O. The catalyst class is: 2. (7) Reactant: C[O:2][C:3]([C@H:5]1[CH2:9][C@@H:8]([O:10][CH3:11])[CH2:7][N:6]1[C:12]([O:14][C:15]([CH3:18])([CH3:17])[CH3:16])=[O:13])=[O:4].O.O[Li].O. Product: [C:15]([O:14][C:12]([N:6]1[CH2:7][C@H:8]([O:10][CH3:11])[CH2:9][C@@H:5]1[C:3]([OH:4])=[O:2])=[O:13])([CH3:18])([CH3:16])[CH3:17]. The catalyst class is: 10.